From a dataset of Reaction yield outcomes from USPTO patents with 853,638 reactions. Predict the reaction yield, written as a fraction of the theoretical maximum amount of product (1.0 means a 100% yield; for example, 0.34 means a 34% yield). The reactants are [C:1]([C:3]1[C:4]([NH2:10])=[N:5][C:6]([NH2:9])=[CH:7][CH:8]=1)#[CH:2].[CH2:11]([C:18]1[N:23]=[CH:22][C:21]([CH2:24][C:25](Cl)=[N:26][OH:27])=[CH:20][CH:19]=1)[C:12]1[CH:17]=[CH:16][CH:15]=[CH:14][CH:13]=1.C(N(CC)CC)C. The catalyst is O1CCCC1. The product is [CH2:11]([C:18]1[N:23]=[CH:22][C:21]([CH2:24][C:25]2[CH:2]=[C:1]([C:3]3[C:4]([NH2:10])=[N:5][C:6]([NH2:9])=[CH:7][CH:8]=3)[O:27][N:26]=2)=[CH:20][CH:19]=1)[C:12]1[CH:13]=[CH:14][CH:15]=[CH:16][CH:17]=1. The yield is 0.800.